Dataset: Forward reaction prediction with 1.9M reactions from USPTO patents (1976-2016). Task: Predict the product of the given reaction. Given the reactants C(OC([N:8]1[CH2:15][CH2:14][C@:13]2([CH3:18])[C@H:16]([CH3:17])[C@H:9]1[CH2:10][C:11]1[CH:22]=[CH:21][C:20](B(O)O)=[CH:19][C:12]=12)=O)(C)(C)C.Cl[C:27]1[CH:32]=[CH:31][N:30]=[C:29]([CH3:33])[N:28]=1.[O-]P([O-])([O-])=O.[K+].[K+].[K+].C(OCC)(=O)C, predict the reaction product. The product is: [CH3:18][C@:13]12[C@H:16]([CH3:17])[C@H:9]([NH:8][CH2:15][CH2:14]1)[CH2:10][C:11]1[CH:22]=[CH:21][C:20]([C:27]3[CH:32]=[CH:31][N:30]=[C:29]([CH3:33])[N:28]=3)=[CH:19][C:12]2=1.